This data is from Full USPTO retrosynthesis dataset with 1.9M reactions from patents (1976-2016). The task is: Predict the reactants needed to synthesize the given product. (1) Given the product [CH:1]([C:4]1[CH:9]=[CH:8][CH:7]=[C:6]([CH:10]([CH3:12])[CH3:11])[C:5]=1[NH:13][C:14]1[CH:19]=[CH:18][C:17]([C:20]2[CH:21]=[CH:22][CH:23]=[CH:24][CH:25]=2)=[CH:16][C:15]=1[NH2:26])([CH3:2])[CH3:3], predict the reactants needed to synthesize it. The reactants are: [CH:1]([C:4]1[CH:9]=[CH:8][CH:7]=[C:6]([CH:10]([CH3:12])[CH3:11])[C:5]=1[NH:13][C:14]1[CH:19]=[CH:18][C:17]([C:20]2[CH:25]=[CH:24][CH:23]=[CH:22][CH:21]=2)=[CH:16][C:15]=1[N+:26]([O-])=O)([CH3:3])[CH3:2].C(O)C. (2) Given the product [CH3:1][O:2][C:5]1[C:10]([O:11][CH:12]([CH2:15][CH3:16])[CH2:13][CH3:14])=[CH:9][C:8]([CH3:17])=[C:7]([C:18]2[CH:23]=[CH:22][C:21]([O:24][C:25]([F:28])([F:27])[F:26])=[CH:20][C:19]=2[O:29][CH3:30])[N:6]=1, predict the reactants needed to synthesize it. The reactants are: [CH3:1][O-:2].[Na+].Cl[C:5]1[C:10]([O:11][CH:12]([CH2:15][CH3:16])[CH2:13][CH3:14])=[CH:9][C:8]([CH3:17])=[C:7]([C:18]2[CH:23]=[CH:22][C:21]([O:24][C:25]([F:28])([F:27])[F:26])=[CH:20][C:19]=2[O:29][CH3:30])[N:6]=1. (3) Given the product [C:7]([NH:11][C:12]1[N:3]2[NH:4][CH:5]=[N:6][C:2]2=[N:1][C:16]=1[C:15]1[CH:18]=[CH:19][CH:20]=[CH:21][C:14]=1[F:13])([CH3:10])([CH3:9])[CH3:8], predict the reactants needed to synthesize it. The reactants are: [NH2:1][C:2]1[N:6]=[CH:5][NH:4][N:3]=1.[C:7]([N+:11]#[C-:12])([CH3:10])([CH3:9])[CH3:8].[F:13][C:14]1[CH:21]=[CH:20][CH:19]=[CH:18][C:15]=1[CH:16]=O. (4) The reactants are: [CH2:1]([N:8]1[C:16]2[C:11](=[CH:12][CH:13]=[C:14]([C:17]([OH:19])=O)[CH:15]=2)[CH2:10][CH2:9]1)[C:2]1[CH:7]=[CH:6][CH:5]=[CH:4][CH:3]=1.C(N(CC)CC)C.C(Cl)CCl.C1C=CC2N(O)N=NC=2C=1.O.[CH3:42][O:43][CH:44]([O:47][CH3:48])[CH2:45][NH2:46]. Given the product [CH3:42][O:43][CH:44]([O:47][CH3:48])[CH2:45][NH:46][C:17]([C:14]1[CH:15]=[C:16]2[C:11]([CH2:10][CH2:9][N:8]2[CH2:1][C:2]2[CH:3]=[CH:4][CH:5]=[CH:6][CH:7]=2)=[CH:12][CH:13]=1)=[O:19], predict the reactants needed to synthesize it. (5) Given the product [ClH:22].[CH3:36][C:33]1[CH:32]=[C:31]([CH2:30][NH:29][C:25]2[N:26]=[C:27]([NH:21][C:18]3[CH:17]=[C:16]([CH2:15][CH2:14][C:10]4[CH:11]=[CH:12][CH:13]=[C:8]([O:7][C:2]5[N:1]=[CH:6][CH:5]=[CH:4][N:3]=5)[CH:9]=4)[NH:20][N:19]=3)[CH:28]=[CH:23][N:24]=2)[O:35][N:34]=1, predict the reactants needed to synthesize it. The reactants are: [N:1]1[CH:6]=[CH:5][CH:4]=[N:3][C:2]=1[O:7][C:8]1[CH:9]=[C:10]([CH2:14][CH2:15][C:16]2[NH:20][N:19]=[C:18]([NH2:21])[CH:17]=2)[CH:11]=[CH:12][CH:13]=1.[Cl:22][C:23]1[CH:28]=[CH:27][N:26]=[C:25]([NH:29][CH2:30][C:31]2[O:35][N:34]=[C:33]([CH3:36])[CH:32]=2)[N:24]=1. (6) Given the product [C:1]([C:5]1[CH:6]=[CH:7][C:8]([S:11]([NH:14][C:15]2[N:19]([CH3:20])[N:18]=[C:17]([O:21][CH2:22][CH2:23][O:24][C:25]3[CH:30]=[CH:29][C:28]([F:31])=[CH:27][CH:26]=3)[C:16]=2[C:32]2[CH:37]=[CH:36][C:35]([CH3:38])=[CH:34][CH:33]=2)(=[O:13])=[O:12])=[CH:9][CH:10]=1)([CH3:4])([CH3:3])[CH3:2], predict the reactants needed to synthesize it. The reactants are: [C:1]([C:5]1[CH:10]=[CH:9][C:8]([S:11]([N:14](S(C2C=CC(C(C)(C)C)=CC=2)(=O)=O)[C:15]2[N:19]([CH3:20])[N:18]=[C:17]([O:21][CH2:22][CH2:23][O:24][C:25]3[CH:30]=[CH:29][C:28]([F:31])=[CH:27][CH:26]=3)[C:16]=2[C:32]2[CH:37]=[CH:36][C:35]([CH3:38])=[CH:34][CH:33]=2)(=[O:13])=[O:12])=[CH:7][CH:6]=1)([CH3:4])([CH3:3])[CH3:2].[OH-].[Na+]. (7) Given the product [F:29][C:2]([F:28])([F:1])[C:3]([C:9]1[CH:10]=[CH:11][C:12]([C:15]2[CH:20]=[CH:19][C:18]([CH2:21][N:22]3[CH2:23][CH2:24][N:25]([C:32](=[O:33])[CH2:30][CH3:31])[CH2:26][CH2:27]3)=[CH:17][CH:16]=2)=[CH:13][CH:14]=1)([OH:8])[C:4]([F:7])([F:6])[F:5], predict the reactants needed to synthesize it. The reactants are: [F:1][C:2]([F:29])([F:28])[C:3]([C:9]1[CH:14]=[CH:13][C:12]([C:15]2[CH:20]=[CH:19][C:18]([CH2:21][N:22]3[CH2:27][CH2:26][NH:25][CH2:24][CH2:23]3)=[CH:17][CH:16]=2)=[CH:11][CH:10]=1)([OH:8])[C:4]([F:7])([F:6])[F:5].[CH2:30]([C:32](Cl)=[O:33])[CH3:31].FC(F)(F)C(C1C=CC(C2C=CC(CN3CCN(CC4NC5C(C=4)=CC(F)=CC=5)CC3)=CC=2)=CC=1)(O)C(F)(F)F.NCCN(CCN)CCN.